From a dataset of Forward reaction prediction with 1.9M reactions from USPTO patents (1976-2016). Predict the product of the given reaction. (1) Given the reactants CO[C:3]1[CH:4]=[CH:5][CH:6]=[C:7](OC)[C:8]=1[C:9]1[CH:10]=[CH:11][CH:12]=[CH:13][C:14]=1P(C1CCCCC1)C1CCCCC1.P([O-])([O-])([O-])=O.[K+].[K+].[K+].Br[C:39]1[CH:40]=[CH:41][C:42]2[O:46][C:45]([C:47]3[CH:48]=[C:49]4[C:54](=[CH:55][CH:56]=3)[N:53]=[CH:52][CH:51]=[CH:50]4)=[N:44][C:43]=2[CH:57]=1.[C:58]1(B(O)O)[CH:63]=[CH:62][CH:61]=[C:60](B(O)O)[CH:59]=1, predict the reaction product. The product is: [N:53]1[C:54]2[C:49](=[CH:48][C:47]([C:45]3[O:46][C:42]4[CH:41]=[CH:40][C:39]([C:11]5[CH:12]=[CH:13][CH:14]=[C:9]([C:8]6[CH:3]=[CH:4][C:5]7[O:46][C:45]([C:60]8[CH:59]=[C:58]9[C:63](=[CH:62][CH:61]=8)[N:53]=[CH:52][CH:51]=[CH:50]9)=[N:44][C:6]=7[CH:7]=6)[CH:10]=5)=[CH:57][C:43]=4[N:44]=3)=[CH:56][CH:55]=2)[CH:50]=[CH:51][CH:52]=1. (2) Given the reactants [CH3:1][C:2]([O:5][C@H:6]([CH3:44])[C@@H:7]([C:40]([O:42]C)=[O:41])[NH:8][C:9]([C:11]1[CH:16]=[CH:15][C:14]([C:17]2[CH:18]=[N:19][C:20]([O:23][CH3:24])=[CH:21][CH:22]=2)=[CH:13][C:12]=1[NH:25][C:26]([NH:28][C:29]1[C:34]([CH3:35])=[CH:33][C:32]([CH2:36][O:37][CH3:38])=[CH:31][C:30]=1[CH3:39])=[O:27])=[O:10])([CH3:4])[CH3:3].O.[OH-].[Li+].Cl, predict the reaction product. The product is: [CH3:4][C:2]([O:5][C@H:6]([CH3:44])[C@@H:7]([C:40]([OH:42])=[O:41])[NH:8][C:9]([C:11]1[CH:16]=[CH:15][C:14]([C:17]2[CH:18]=[N:19][C:20]([O:23][CH3:24])=[CH:21][CH:22]=2)=[CH:13][C:12]=1[NH:25][C:26]([NH:28][C:29]1[C:30]([CH3:39])=[CH:31][C:32]([CH2:36][O:37][CH3:38])=[CH:33][C:34]=1[CH3:35])=[O:27])=[O:10])([CH3:1])[CH3:3]. (3) Given the reactants [CH3:1][O:2][C:3]1[C:17]([O:18][CH2:19][CH2:20][P:21]([CH2:26][CH2:27][O:28][C:29]2[C:30]([O:44][CH3:45])=[CH:31][C:32]3[C:38](=[O:39])[N:37]4[CH2:40][CH2:41][CH2:42][C@H:36]4[CH:35]=[N:34][C:33]=3[CH:43]=2)(=[O:25])[O:22][CH2:23][CH3:24])=[CH:16][C:6]2[N:7]=[CH:8][C@@H:9]3[CH2:15][CH2:14][CH2:13][N:10]3[C:11](=[O:12])[C:5]=2[CH:4]=1.[BH4-].[Na+].COCCOCCOC, predict the reaction product. The product is: [CH3:45][O:44][C:30]1[C:29]([O:28][CH2:27][CH2:26][P:21]([CH2:20][CH2:19][O:18][C:17]2[C:3]([O:2][CH3:1])=[CH:4][C:5]3[C:11](=[O:12])[N:10]4[CH2:13][CH2:14][CH2:15][C@H:9]4[CH:8]=[N:7][C:6]=3[CH:16]=2)(=[O:25])[O:22][CH2:23][CH3:24])=[CH:43][C:33]2[NH:34][CH2:35][C@@H:36]3[CH2:42][CH2:41][CH2:40][N:37]3[C:38](=[O:39])[C:32]=2[CH:31]=1.